From a dataset of Full USPTO retrosynthesis dataset with 1.9M reactions from patents (1976-2016). Predict the reactants needed to synthesize the given product. (1) Given the product [Cl:11][C:7]1[CH:6]=[C:5]([C:3]2[N:26]=[C:24]([CH2:23][N:14]3[C:13](=[O:12])[C:21]4[C:16](=[CH:17][CH:18]=[CH:19][CH:20]=4)[C:15]3=[O:22])[S:25][CH:2]=2)[CH:10]=[CH:9][CH:8]=1, predict the reactants needed to synthesize it. The reactants are: Br[CH2:2][C:3]([C:5]1[CH:10]=[CH:9][CH:8]=[C:7]([Cl:11])[CH:6]=1)=O.[O:12]=[C:13]1[C:21]2[C:16](=[CH:17][CH:18]=[CH:19][CH:20]=2)[C:15](=[O:22])[N:14]1[CH2:23][C:24]([NH2:26])=[S:25]. (2) Given the product [C:1]([O:7][CH2:8][C@@H:9]([O:10][C:11]([CH3:14])([CH3:13])[CH3:12])[C:15]1[C:24]([CH3:25])=[CH:23][C:18]2[N:19]=[C:20]([C:38]3[CH:37]=[CH:36][N:35]=[C:34]([Cl:33])[CH:39]=3)[S:21][C:17]=2[C:16]=1[C:26]1[CH:31]=[CH:30][C:29]([Cl:32])=[CH:28][CH:27]=1)(=[O:6])[C:2]([CH3:5])([CH3:4])[CH3:3], predict the reactants needed to synthesize it. The reactants are: [C:1]([O:7][CH2:8][C@H:9]([C:15]1[C:24]([CH3:25])=[CH:23][C:18]2[N:19]=[C:20](Br)[S:21][C:17]=2[C:16]=1[C:26]1[CH:31]=[CH:30][C:29]([Cl:32])=[CH:28][CH:27]=1)[O:10][C:11]([CH3:14])([CH3:13])[CH3:12])(=[O:6])[C:2]([CH3:5])([CH3:4])[CH3:3].[Cl:33][C:34]1[CH:39]=[C:38](B(O)O)[CH:37]=[CH:36][N:35]=1.C(=O)([O-])[O-].[K+].[K+]. (3) Given the product [C:1]([O:5][C:6](=[O:21])[N:7]([CH2:11][C:12]1[CH:17]=[CH:16][C:15]([Cl:18])=[C:14]([CH:19]=[O:20])[CH:13]=1)[CH:8]1[CH2:10][CH2:9]1)([CH3:4])([CH3:2])[CH3:3], predict the reactants needed to synthesize it. The reactants are: [C:1]([O:5][C:6](=[O:21])[N:7]([CH2:11][C:12]1[CH:17]=[CH:16][C:15]([Cl:18])=[C:14]([CH2:19][OH:20])[CH:13]=1)[CH:8]1[CH2:10][CH2:9]1)([CH3:4])([CH3:3])[CH3:2]. (4) Given the product [F:1][C:2]([F:19])([F:18])[C:3]1[CH:8]=[CH:7][C:6]([C:9]2[CH:10]=[C:11]([C:12]([F:15])([F:14])[F:13])[N:22]3[N:23]=[CH:24][C:25]([C:26]4[CH:31]=[CH:30][CH:29]=[CH:28][N:27]=4)=[C:21]3[N:20]=2)=[CH:5][CH:4]=1, predict the reactants needed to synthesize it. The reactants are: [F:1][C:2]([F:19])([F:18])[C:3]1[CH:8]=[CH:7][C:6]([C:9](=O)[CH2:10][C:11](=O)[C:12]([F:15])([F:14])[F:13])=[CH:5][CH:4]=1.[NH2:20][C:21]1[C:25]([C:26]2[CH:31]=[CH:30][CH:29]=[CH:28][N:27]=2)=[CH:24][NH:23][N:22]=1.